This data is from Forward reaction prediction with 1.9M reactions from USPTO patents (1976-2016). The task is: Predict the product of the given reaction. Given the reactants Cl[CH2:2][C:3]1[N:8]=[C:7]([C:9]2[CH:14]=[CH:13][CH:12]=[CH:11][N:10]=2)N=[C:5]([OH:15])[CH:4]=1.[ClH:16].[CH3:17][O:18][C:19]1[C:24]([CH3:25])=[CH:23][N:22]=[C:21]([CH2:26][NH:27][CH3:28])[C:20]=1[CH3:29].[CH2:30](N(CC)CC)C, predict the reaction product. The product is: [Cl:16][C:13]1[CH:12]=[CH:11][N:10]=[C:9]([C:7]2[CH:30]=[C:5]([OH:15])[CH:4]=[C:3]([CH2:2][N:27]([CH2:26][C:21]3[C:20]([CH3:29])=[C:19]([O:18][CH3:17])[C:24]([CH3:25])=[CH:23][N:22]=3)[CH3:28])[N:8]=2)[CH:14]=1.